From a dataset of Forward reaction prediction with 1.9M reactions from USPTO patents (1976-2016). Predict the product of the given reaction. (1) Given the reactants Cl.Cl[CH2:3][CH2:4][N:5]1[CH2:10][CH2:9][O:8][CH2:7][CH2:6]1.[NH2:11][C:12]1[C:13]([C:17]2[N:18]([CH2:43][CH3:44])[C:19]3[CH:24]=[C:23]([O:25][C:26]4[CH:27]=[C:28]([NH:32][C:33]([C:35]5[CH:40]=[CH:39][C:38](=[O:41])[NH:37][CH:36]=5)=[O:34])[CH:29]=[CH:30][CH:31]=4)[N:22]=[CH:21][C:20]=3[N:42]=2)=[N:14][O:15][N:16]=1.C([O-])([O-])=O.[K+].[K+], predict the reaction product. The product is: [NH2:11][C:12]1[C:13]([C:17]2[N:18]([CH2:43][CH3:44])[C:19]3[CH:24]=[C:23]([O:25][C:26]4[CH:27]=[C:28]([NH:32][C:33]([C:35]5[CH:36]=[N:37][C:38]([O:41][CH2:3][CH2:4][N:5]6[CH2:10][CH2:9][O:8][CH2:7][CH2:6]6)=[CH:39][CH:40]=5)=[O:34])[CH:29]=[CH:30][CH:31]=4)[N:22]=[CH:21][C:20]=3[N:42]=2)=[N:14][O:15][N:16]=1. (2) Given the reactants [CH:1]1[C:13]2[NH:12][C:11]3[C:6](=[CH:7][CH:8]=[CH:9][CH:10]=3)[C:5]=2[CH:4]=[CH:3][CH:2]=1.Br[C:15]1[CH:16]=[C:17]([Si:21]([C:34]2[CH:39]=[CH:38][CH:37]=[C:36]([Br:40])[CH:35]=2)([C:28]2[CH:33]=[CH:32][CH:31]=[CH:30][CH:29]=2)[C:22]2[CH:27]=[CH:26][CH:25]=[CH:24][CH:23]=2)[CH:18]=[CH:19][CH:20]=1.CC(C)([O-])C.[Na+], predict the reaction product. The product is: [Br:40][C:36]1[CH:35]=[C:34]([Si:21]([C:28]2[CH:29]=[CH:30][CH:31]=[CH:32][CH:33]=2)([C:17]2[CH:16]=[CH:15][CH:20]=[CH:19][CH:18]=2)[C:22]2[CH:23]=[C:24]([N:12]3[C:11]4[CH:10]=[CH:9][CH:8]=[CH:7][C:6]=4[C:5]4[C:13]3=[CH:1][CH:2]=[CH:3][CH:4]=4)[CH:25]=[CH:26][CH:27]=2)[CH:39]=[CH:38][CH:37]=1.